From a dataset of Retrosynthesis with 50K atom-mapped reactions and 10 reaction types from USPTO. Predict the reactants needed to synthesize the given product. (1) Given the product CC(C)(C)OC(=O)NCc1cc(F)ccc1CBr, predict the reactants needed to synthesize it. The reactants are: CC(C)(C)OC(N)=O.O=Cc1cc(F)ccc1CBr. (2) Given the product CC(C)NC(=O)C(F)Br, predict the reactants needed to synthesize it. The reactants are: CC(C)N.CCOC(=O)C(F)Br.